Predict the reactants needed to synthesize the given product. From a dataset of Full USPTO retrosynthesis dataset with 1.9M reactions from patents (1976-2016). (1) Given the product [CH3:54][O:50][C:49](=[O:51])[CH2:48][CH2:47][C@H:16]1[CH2:15][C@H:14]([C:11]2[CH:12]=[CH:13][C:8]([CH2:7][O:6][CH2:5][C@H:4]([O:3][CH2:1][CH3:2])[CH3:52])=[CH:9][CH:10]=2)[C@@H:19]([O:20][CH2:21][C:22]2[CH:23]=[CH:24][C:25]3[O:30][CH2:29][CH2:28][N:27]([CH2:31][CH2:32][CH2:33][O:34][CH3:35])[C:26]=3[CH:36]=2)[CH2:18][N:17]1[S:37]([C:40]1[CH:45]=[CH:44][C:43]([CH3:46])=[CH:42][CH:41]=1)(=[O:39])=[O:38], predict the reactants needed to synthesize it. The reactants are: [CH2:1]([O:3][C@H:4]([CH3:52])[CH2:5][O:6][CH2:7][C:8]1[CH:13]=[CH:12][C:11]([C@@H:14]2[C@@H:19]([O:20][CH2:21][C:22]3[CH:23]=[CH:24][C:25]4[O:30][CH2:29][CH2:28][N:27]([CH2:31][CH2:32][CH2:33][O:34][CH3:35])[C:26]=4[CH:36]=3)[CH2:18][N:17]([S:37]([C:40]3[CH:45]=[CH:44][C:43]([CH3:46])=[CH:42][CH:41]=3)(=[O:39])=[O:38])[C@@H:16]([CH2:47][CH2:48][C:49]([OH:51])=[O:50])[CH2:15]2)=[CH:10][CH:9]=1)[CH3:2].[Si](C=[N+]=[N-])(C)(C)[CH3:54].S([O-])([O-])(=O)=O.[Mg+2]. (2) Given the product [CH2:2]([O:4][C:5]([C@H:7]1[CH2:11][CH2:10][CH2:9][N:8]1[C:14](=[O:15])[C:13]([CH3:12])([C:18]1[CH:23]=[CH:22][CH:21]=[C:20]([O:24][CH2:25][C:26]2[N:27]=[C:28]([C:32]3[CH:33]=[CH:34][CH:35]=[CH:36][CH:37]=3)[O:29][C:30]=2[CH3:31])[CH:19]=1)[CH3:17])=[O:6])[CH3:3], predict the reactants needed to synthesize it. The reactants are: Cl.[CH2:2]([O:4][C:5]([C@H:7]1[CH2:11][CH2:10][CH2:9][NH:8]1)=[O:6])[CH3:3].[CH3:12][C:13]([C:18]1[CH:23]=[CH:22][CH:21]=[C:20]([O:24][CH2:25][C:26]2[N:27]=[C:28]([C:32]3[CH:37]=[CH:36][CH:35]=[CH:34][CH:33]=3)[O:29][C:30]=2[CH3:31])[CH:19]=1)([CH3:17])[C:14](O)=[O:15].CCN=C=NCCCN(C)C.Cl.ON1C2N=CC=CC=2N=N1. (3) The reactants are: C([O:3][C:4](=[O:23])[CH:5]([C:15]1[CH:20]=[CH:19][N:18]=[C:17]([S:21][CH3:22])[N:16]=1)[C:6]([C:8]1[CH:13]=[CH:12][C:11]([F:14])=[CH:10][CH:9]=1)=O)C.COC(=O)C(C1C=CC(F)=CC=1)C(=O)C1C=C[N:32]=CC=1.C(O)C. Given the product [F:14][C:11]1[CH:12]=[CH:13][C:8]([C:6]2[NH:32][O:3][C:4](=[O:23])[C:5]=2[C:15]2[CH:20]=[CH:19][N:18]=[C:17]([S:21][CH3:22])[N:16]=2)=[CH:9][CH:10]=1, predict the reactants needed to synthesize it. (4) The reactants are: [CH3:1]C([O-])(C)C.[Na+].[CH:7]1[CH:8]=[C:9]2[C:17](=[O:18])[N:16]([CH:19]3[C:25](=[O:26])[NH:24][C:22](=[O:23])[CH2:21][CH2:20]3)[C:14](=[O:15])[C:10]2=[C:11]([NH2:13])[CH:12]=1.CI.C(O)(=O)C. Given the product [NH2:13][C:11]1[CH:12]=[CH:7][CH:8]=[C:9]2[C:10]=1[C:14](=[O:15])[N:16]([CH:19]1[CH2:20][CH2:21][C:22](=[O:23])[N:24]([CH3:1])[C:25]1=[O:26])[C:17]2=[O:18], predict the reactants needed to synthesize it. (5) Given the product [F:1][C:2]([F:7])([F:6])[C:3]([OH:5])=[O:4].[NH2:28][C:24]1[CH:25]=[C:26]2[C:21](=[CH:22][CH:23]=1)[NH:20][C:19]([C:17]([NH:16][CH2:15][C:12]1[CH:13]=[CH:14][C:9]([Cl:8])=[C:10]([O:37][C:38]3[CH:43]=[C:42]([C:44]#[N:45])[CH:41]=[C:40]([Cl:46])[CH:39]=3)[C:11]=1[F:36])=[O:18])=[CH:27]2, predict the reactants needed to synthesize it. The reactants are: [F:1][C:2]([F:7])([F:6])[C:3]([OH:5])=[O:4].[Cl:8][C:9]1[CH:14]=[CH:13][C:12]([CH2:15][NH:16][C:17]([C:19]2[NH:20][C:21]3[C:26]([CH:27]=2)=[CH:25][C:24]([NH:28]C(=O)OC(C)(C)C)=[CH:23][CH:22]=3)=[O:18])=[C:11]([F:36])[C:10]=1[O:37][C:38]1[CH:43]=[C:42]([C:44]#[N:45])[CH:41]=[C:40]([Cl:46])[CH:39]=1. (6) Given the product [Br:13][CH2:1][C:2]1[CH:9]=[C:8]([N+:10]([O-:12])=[O:11])[CH:7]=[CH:6][C:3]=1[C:4]#[N:5], predict the reactants needed to synthesize it. The reactants are: [CH3:1][C:2]1[CH:9]=[C:8]([N+:10]([O-:12])=[O:11])[CH:7]=[CH:6][C:3]=1[C:4]#[N:5].[Br:13]N1C(=O)CCC1=O.N(C(C)(C)C#N)=NC(C)(C)C#N.BrBr.C1(=O)NC(=O)CC1.